Dataset: Catalyst prediction with 721,799 reactions and 888 catalyst types from USPTO. Task: Predict which catalyst facilitates the given reaction. Reactant: NC(C(O)=O)CS.[Cl:8][C:9]1[CH:36]=[CH:35][C:12]([CH2:13][O:14][C:15]2[CH:23]=[CH:22][C:21]3[N:20]4[CH2:24][CH2:25][CH:26]([CH2:27][C:28]([O:30]C(C)(C)C)=[O:29])[C:19]4=[CH:18][C:17]=3[CH:16]=2)=[CH:11][C:10]=1[C:37]([F:40])([F:39])[F:38]. Product: [Cl:8][C:9]1[CH:36]=[CH:35][C:12]([CH2:13][O:14][C:15]2[CH:23]=[CH:22][C:21]3[N:20]4[CH2:24][CH2:25][CH:26]([CH2:27][C:28]([OH:30])=[O:29])[C:19]4=[CH:18][C:17]=3[CH:16]=2)=[CH:11][C:10]=1[C:37]([F:40])([F:38])[F:39]. The catalyst class is: 67.